Dataset: Catalyst prediction with 721,799 reactions and 888 catalyst types from USPTO. Task: Predict which catalyst facilitates the given reaction. (1) Reactant: N1C=CN=C1.[C:6]1([CH:13]=[CH:12][C:10]([OH:11])=[CH:9][CH:8]=1)[OH:7].[Si:14](Cl)([C:17]([CH3:20])([CH3:19])[CH3:18])([CH3:16])[CH3:15]. The catalyst class is: 35. Product: [Si:14]([O:7][C:6]1[CH:13]=[CH:12][C:10]([OH:11])=[CH:9][CH:8]=1)([C:17]([CH3:20])([CH3:19])[CH3:18])([CH3:16])[CH3:15]. (2) Product: [CH2:42]([O:41][C:40]([NH:39][CH:36]1[C:11]2[C:2](=[CH:3][C:4]([O:12][CH3:13])=[C:5]([C:6]([O:8][CH3:9])=[O:7])[CH:10]=2)[NH:1][CH:17]([CH:14]2[CH2:15][CH2:16]2)[CH:37]1[CH3:38])=[O:49])[C:43]1[CH:48]=[CH:47][CH:46]=[CH:45][CH:44]=1. Reactant: [NH2:1][C:2]1[CH:11]=[CH:10][C:5]([C:6]([O:8][CH3:9])=[O:7])=[C:4]([O:12][CH3:13])[CH:3]=1.[CH:14]1([CH:17]=O)[CH2:16][CH2:15]1.P(O)(OC1C=CC=CC=1)(OC1C=CC=CC=1)=O.[CH:36](/[NH:39][C:40](=[O:49])[O:41][CH2:42][C:43]1[CH:48]=[CH:47][CH:46]=[CH:45][CH:44]=1)=[CH:37]\[CH3:38]. The catalyst class is: 2. (3) Reactant: Cl[CH2:2][C:3]1[N:4]=[N:5][C:6]([C:9]2[C:14]([F:15])=[CH:13][CH:12]=[CH:11][C:10]=2[F:16])=[CH:7][CH:8]=1.[N-:17]=[N+:18]=[N-:19].[Na+].O. Product: [N:17]([CH2:2][C:3]1[N:4]=[N:5][C:6]([C:9]2[C:14]([F:15])=[CH:13][CH:12]=[CH:11][C:10]=2[F:16])=[CH:7][CH:8]=1)=[N+:18]=[N-:19]. The catalyst class is: 3. (4) Reactant: [H-].C([Al+]CC(C)C)C(C)C.C([O:13][C:14](=O)[C:15]([CH3:29])=[CH:16][C:17]1[CH:22]=[CH:21][CH:20]=[C:19]([C:23]2([CH3:28])[O:27][CH2:26][CH2:25][O:24]2)[N:18]=1)C. Product: [CH3:29]/[C:15](=[CH:16]\[C:17]1[CH:22]=[CH:21][CH:20]=[C:19]([C:23]2([CH3:28])[O:27][CH2:26][CH2:25][O:24]2)[N:18]=1)/[CH2:14][OH:13]. The catalyst class is: 4. (5) Reactant: [Br:1][C:2]1[CH:22]=[CH:21][C:20]([F:23])=[CH:19][C:3]=1[O:4][CH:5]1[CH2:10][CH2:9][N:8]([C:11]2[N:16]=[C:15]([NH2:17])[C:14]([NH2:18])=[CH:13][N:12]=2)[CH2:7][CH2:6]1.[N:24]([CH2:27][C:28]([O:30][CH2:31][CH3:32])=[O:29])=[C:25]=S.C1CCC(N=C=NC2CCCCC2)CC1. Product: [Br:1][C:2]1[CH:22]=[CH:21][C:20]([F:23])=[CH:19][C:3]=1[O:4][CH:5]1[CH2:10][CH2:9][N:8]([C:11]2[N:16]=[C:15]3[C:14]([N:18]=[C:25]([NH:24][CH2:27][C:28]([O:30][CH2:31][CH3:32])=[O:29])[NH:17]3)=[CH:13][N:12]=2)[CH2:7][CH2:6]1. The catalyst class is: 1. (6) Reactant: [CH3:1][C:2]1([C:8]([OH:10])=O)[CH2:7][CH2:6][CH2:5][CH2:4][CH2:3]1.CCN(C(C)C)C(C)C.CN(C(ON1N=NC2C=CC=NC1=2)=[N+](C)C)C.F[P-](F)(F)(F)(F)F.Cl.[CH2:45]([O:52][C:53](=[O:72])[NH:54][CH2:55][CH2:56][CH2:57][CH2:58][C@H:59]([NH2:71])[C:60]([C:62]1[S:63][C:64]2[CH:70]=[CH:69][CH:68]=[CH:67][C:65]=2[N:66]=1)=[O:61])[C:46]1[CH:51]=[CH:50][CH:49]=[CH:48][CH:47]=1. Product: [CH2:45]([O:52][C:53](=[O:72])[NH:54][CH2:55][CH2:56][CH2:57][CH2:58][C@H:59]([NH:71][C:8]([C:2]1([CH3:1])[CH2:3][CH2:4][CH2:5][CH2:6][CH2:7]1)=[O:10])[C:60]([C:62]1[S:63][C:64]2[CH:70]=[CH:69][CH:68]=[CH:67][C:65]=2[N:66]=1)=[O:61])[C:46]1[CH:51]=[CH:50][CH:49]=[CH:48][CH:47]=1. The catalyst class is: 1.